This data is from Full USPTO retrosynthesis dataset with 1.9M reactions from patents (1976-2016). The task is: Predict the reactants needed to synthesize the given product. Given the product [F:16][C:12]1[CH:11]=[C:10]([C:9]2[S:8][CH:7]=[N:6][C:5]=2[C:3]([OH:4])=[O:2])[CH:15]=[CH:14][CH:13]=1, predict the reactants needed to synthesize it. The reactants are: C[O:2][C:3]([C:5]1[N:6]=[CH:7][S:8][C:9]=1[C:10]1[CH:15]=[CH:14][CH:13]=[C:12]([F:16])[CH:11]=1)=[O:4].[OH-].[Na+].